This data is from hERG Central: cardiac toxicity at 1µM, 10µM, and general inhibition. The task is: Predict hERG channel inhibition at various concentrations. The molecule is CCN(CC)CCNCc1cc(Cl)c(OCC(=O)Nc2ccccc2)c(OC)c1.Cl. Results: hERG_inhib (hERG inhibition (general)): blocker.